The task is: Regression. Given a peptide amino acid sequence and an MHC pseudo amino acid sequence, predict their binding affinity value. This is MHC class I binding data.. This data is from Peptide-MHC class I binding affinity with 185,985 pairs from IEDB/IMGT. (1) The peptide sequence is HPVHAGPIA. The MHC is HLA-B44:02 with pseudo-sequence HLA-B44:02. The binding affinity (normalized) is 0.0344. (2) The peptide sequence is WTVNDIQKL. The MHC is HLA-A24:02 with pseudo-sequence HLA-A24:02. The binding affinity (normalized) is 0. (3) The peptide sequence is TLRNTNPNFV. The MHC is HLA-A02:03 with pseudo-sequence HLA-A02:03. The binding affinity (normalized) is 0.659. (4) The MHC is H-2-Kb with pseudo-sequence H-2-Kb. The peptide sequence is KQPQNGQFI. The binding affinity (normalized) is 0.0352. (5) The peptide sequence is APTGDLPRA. The MHC is HLA-B58:01 with pseudo-sequence HLA-B58:01. The binding affinity (normalized) is 0.0847. (6) The binding affinity (normalized) is 0.292. The peptide sequence is SAVIDALPR. The MHC is HLA-A31:01 with pseudo-sequence HLA-A31:01. (7) The peptide sequence is SPSCPLERF. The MHC is HLA-B51:01 with pseudo-sequence HLA-B51:01. The binding affinity (normalized) is 0.302.